Task: Regression. Given two drug SMILES strings and cell line genomic features, predict the synergy score measuring deviation from expected non-interaction effect.. Dataset: NCI-60 drug combinations with 297,098 pairs across 59 cell lines (1) Drug 1: C1CC(C1)(C2=CC=C(C=C2)C3=C(C=C4C(=N3)C=CN5C4=NNC5=O)C6=CC=CC=C6)N. Drug 2: CC(C)(C#N)C1=CC=C(C=C1)N2C3=C4C=C(C=CC4=NC=C3N(C2=O)C)C5=CC6=CC=CC=C6N=C5. Cell line: NCIH23. Synergy scores: CSS=70.1, Synergy_ZIP=7.56, Synergy_Bliss=7.44, Synergy_Loewe=10.4, Synergy_HSA=13.4. (2) Drug 1: CN(CCCl)CCCl.Cl. Drug 2: CN(C(=O)NC(C=O)C(C(C(CO)O)O)O)N=O. Cell line: SNB-19. Synergy scores: CSS=1.51, Synergy_ZIP=-4.72, Synergy_Bliss=-1.18, Synergy_Loewe=-14.4, Synergy_HSA=-1.21. (3) Drug 1: C1=NC2=C(N1)C(=S)N=CN2. Drug 2: C(CCl)NC(=O)N(CCCl)N=O. Cell line: HCT-15. Synergy scores: CSS=25.4, Synergy_ZIP=-6.04, Synergy_Bliss=-3.41, Synergy_Loewe=-7.89, Synergy_HSA=-7.80. (4) Drug 1: C1CN1C2=NC(=NC(=N2)N3CC3)N4CC4. Drug 2: C1CCN(CC1)CCOC2=CC=C(C=C2)C(=O)C3=C(SC4=C3C=CC(=C4)O)C5=CC=C(C=C5)O. Cell line: BT-549. Synergy scores: CSS=34.1, Synergy_ZIP=-4.85, Synergy_Bliss=-3.12, Synergy_Loewe=-0.782, Synergy_HSA=-0.817. (5) Drug 1: C1CN1C2=NC(=NC(=N2)N3CC3)N4CC4. Drug 2: C1CCN(CC1)CCOC2=CC=C(C=C2)C(=O)C3=C(SC4=C3C=CC(=C4)O)C5=CC=C(C=C5)O. Cell line: M14. Synergy scores: CSS=33.0, Synergy_ZIP=-0.567, Synergy_Bliss=-1.96, Synergy_Loewe=-1.48, Synergy_HSA=-1.95.